Dataset: Forward reaction prediction with 1.9M reactions from USPTO patents (1976-2016). Task: Predict the product of the given reaction. (1) Given the reactants [F:1][C:2]1[CH:3]=[CH:4][C:5]([CH2:8][O:9][C:10]2[CH:15]=[CH:14][N:13]([C:16]3[CH:17]=[CH:18][C:19]4[S:28][C:27]5[CH2:26][CH2:25][CH2:24][N:23](C(OC(C)(C)C)=O)[CH2:22][C:21]=5[C:20]=4[CH:36]=3)[C:12](=[O:37])[CH:11]=2)=[N:6][CH:7]=1.[ClH:38], predict the reaction product. The product is: [ClH:38].[F:1][C:2]1[CH:3]=[CH:4][C:5]([CH2:8][O:9][C:10]2[CH:15]=[CH:14][N:13]([C:16]3[CH:17]=[CH:18][C:19]4[S:28][C:27]5[CH2:26][CH2:25][CH2:24][NH:23][CH2:22][C:21]=5[C:20]=4[CH:36]=3)[C:12](=[O:37])[CH:11]=2)=[N:6][CH:7]=1. (2) The product is: [BrH:34].[C:27]1([C:26]2[C:25]3[C:20](=[CH:21][CH:22]=[CH:23][CH:24]=3)[C:19](=[O:33])[NH:18][C:17]=2[CH:14]2[CH2:15][CH2:16][NH:11][CH2:12][CH2:13]2)[CH:28]=[CH:29][CH:30]=[CH:31][CH:32]=1. Given the reactants C(OC([N:11]1[CH2:16][CH2:15][CH:14]([C:17]2[NH:18][C:19](=[O:33])[C:20]3[C:25]([C:26]=2[C:27]2[CH:32]=[CH:31][CH:30]=[CH:29][CH:28]=2)=[CH:24][CH:23]=[CH:22][CH:21]=3)[CH2:13][CH2:12]1)=O)C1C=CC=CC=1.[BrH:34], predict the reaction product. (3) Given the reactants C1([C:7]2[C:13]3=[CH:14][NH:15][C:16]4[CH:17]=[CH:18][CH:19]=[C:11]([C:12]=43)[C:10](=[O:20])[NH:9][N:8]=2)C=CC=CC=1.N1C2C=CC=C(C(OC)=O)C=2C=C1.[F:34][C:35]([F:46])([F:45])[C:36]1[CH:44]=[CH:43][C:39](C(Cl)=O)=[CH:38][CH:37]=1.[Cl-].[Al+3].[Cl-].[Cl-].O.NN, predict the reaction product. The product is: [F:34][C:35]([F:46])([F:45])[C:36]1[CH:44]=[CH:43][C:39]([C:14]2[C:13]3=[CH:7][N:8]=[N:9][C:10](=[O:20])[C:11]4[C:12]3=[C:16]([CH:17]=[CH:18][CH:19]=4)[N:15]=2)=[CH:38][CH:37]=1. (4) Given the reactants [C:1]([O:5][C:6](=[O:25])[C@H:7]([CH2:16][CH2:17][C:18]([O:20][C:21]([CH3:24])([CH3:23])[CH3:22])=[O:19])[NH:8][C:9]([O:11][C:12]([CH3:15])([CH3:14])[CH3:13])=[O:10])([CH3:4])([CH3:3])[CH3:2].[Li].C[Si]([N-][Si](C)(C)C)(C)C.[F:36][C:37]1[CH:44]=[CH:43][C:42]([C:45]([F:48])([F:47])[F:46])=[CH:41][C:38]=1[CH2:39]Br, predict the reaction product. The product is: [C:1]([O:5][C:6](=[O:25])[C@@H:7]([NH:8][C:9]([O:11][C:12]([CH3:13])([CH3:14])[CH3:15])=[O:10])[CH2:16][C@H:17]([CH2:39][C:38]1[CH:41]=[C:42]([C:45]([F:46])([F:48])[F:47])[CH:43]=[CH:44][C:37]=1[F:36])[C:18]([O:20][C:21]([CH3:24])([CH3:23])[CH3:22])=[O:19])([CH3:2])([CH3:3])[CH3:4]. (5) Given the reactants F[C:2]1[CH:7]=[CH:6][C:5]([N+:8]([O-:10])=[O:9])=[CH:4][CH:3]=1.[OH:11][C:12]1[CH:13]=[C:14]2[C:18](=[CH:19][CH:20]=1)[N:17]([CH:21]1[CH2:26][CH2:25][CH2:24][CH2:23][O:22]1)[N:16]=[C:15]2[CH:27]=[O:28].C([O-])([O-])=O.[Cs+].[Cs+], predict the reaction product. The product is: [N+:8]([C:5]1[CH:6]=[CH:7][C:2]([O:11][C:12]2[CH:13]=[C:14]3[C:18](=[CH:19][CH:20]=2)[N:17]([CH:21]2[CH2:26][CH2:25][CH2:24][CH2:23][O:22]2)[N:16]=[C:15]3[CH:27]=[O:28])=[CH:3][CH:4]=1)([O-:10])=[O:9].